Predict the reaction yield, written as a fraction of the theoretical maximum amount of product (1.0 means a 100% yield; for example, 0.34 means a 34% yield). From a dataset of Reaction yield outcomes from USPTO patents with 853,638 reactions. (1) The reactants are [CH:1]([CH:3]1[CH2:6][N:5]([C:7]([O:9][C:10]([CH3:13])([CH3:12])[CH3:11])=[O:8])[CH2:4]1)=O.C1C2(CCN(C(OC(C)(C)C)=O)CC2)[CH2:17][CH:16]([C:31]([O:33][CH2:34][CH3:35])=[O:32])[NH:15]1. No catalyst specified. The product is [CH2:6]1[C:3]2([CH2:17][CH:16]([C:31]([O:33][CH2:34][CH3:35])=[O:32])[NH:15][CH2:1]2)[CH2:4][N:5]1[C:7]([O:9][C:10]([CH3:13])([CH3:12])[CH3:11])=[O:8]. The yield is 0.930. (2) The yield is 0.460. The catalyst is CN(C=O)C.C([O-])(O)=O.[Na+].C([O-])(=O)C.[Cu+2].C([O-])(=O)C. The reactants are [CH2:1]([N:4]1[C:9](=[O:10])[C:8]([Br:11])=[N:7][NH:6][C:5]1=[O:12])[CH:2]=[CH2:3].[C:13]([NH:16][C:17]1[CH:18]=[C:19](B(O)O)[CH:20]=[CH:21][CH:22]=1)(=[O:15])[CH3:14].N1C=CC=CC=1. The product is [CH2:1]([N:4]1[C:9](=[O:10])[C:8]([Br:11])=[N:7][N:6]([C:21]2[CH:22]=[C:17]([NH:16][C:13](=[O:15])[CH3:14])[CH:18]=[CH:19][CH:20]=2)[C:5]1=[O:12])[CH:2]=[CH2:3]. (3) The reactants are Br[C:2]1[N:7]=[CH:6][C:5]([C:8]([OH:10])=O)=[CH:4][CH:3]=1.C(Cl)(=O)C([Cl:14])=O.C(N(CC)CC)C.[NH2:24][C:25]1[N:29](C(OC(C)(C)C)=O)[N:28]=[C:27]([CH2:37][CH2:38][C:39]2[CH:44]=[CH:43][CH:42]=[C:41]([O:45][CH3:46])[CH:40]=2)[CH:26]=1.Cl. The catalyst is C(Cl)Cl.CC(O)C.CO.CN(C=O)C. The product is [Cl:14][C:2]1[N:7]=[CH:6][C:5]([C:8]([NH:24][C:25]2[NH:29][N:28]=[C:27]([CH2:37][CH2:38][C:39]3[CH:44]=[CH:43][CH:42]=[C:41]([O:45][CH3:46])[CH:40]=3)[CH:26]=2)=[O:10])=[CH:4][CH:3]=1. The yield is 0.170. (4) The reactants are C(=O)([O-])[O-].[Cs+].[Cs+].Cl[C:8]1[CH:13]=[CH:12][C:11]([N+:14]([O-:16])=[O:15])=[CH:10][C:9]=1[CH3:17].[CH3:18][C:19]1[CH:24]=[C:23]([CH3:25])[N:22]=[C:21]([N:26]2[CH2:31][CH2:30][NH:29][CH2:28][CH2:27]2)[CH:20]=1. The catalyst is C1(C)C=CC=CC=1.C([O-])(=O)C.[Pd+2].C([O-])(=O)C. The product is [CH3:18][C:19]1[CH:24]=[C:23]([CH3:25])[N:22]=[C:21]([N:26]2[CH2:27][CH2:28][N:29]([C:8]3[CH:13]=[CH:12][C:11]([N+:14]([O-:16])=[O:15])=[CH:10][C:9]=3[CH3:17])[CH2:30][CH2:31]2)[CH:20]=1. The yield is 0.270. (5) The reactants are [CH3:1][O:2][C:3]([C:5]1[N:6]=[C:7]2[N:12]=[C:11]([C:13]3[CH:18]=[CH:17][C:16]([CH:19]=O)=[CH:15][CH:14]=3)[C:10]([C:21]3[CH:26]=[CH:25][CH:24]=[CH:23][CH:22]=3)=[CH:9][N:8]2[CH:27]=1)=[O:4].[NH:28]1[CH2:31][CH:30]([C:32]2[NH:36][N:35]=[C:34]([C:37]3[CH:42]=[CH:41][CH:40]=[C:39]([CH3:43])[N:38]=3)[N:33]=2)[CH2:29]1. No catalyst specified. The product is [CH3:1][O:2][C:3]([C:5]1[N:6]=[C:7]2[N:12]=[C:11]([C:13]3[CH:18]=[CH:17][C:16]([CH2:19][N:28]4[CH2:31][CH:30]([C:32]5[N:33]=[C:34]([C:37]6[CH:42]=[CH:41][CH:40]=[C:39]([CH3:43])[N:38]=6)[NH:35][N:36]=5)[CH2:29]4)=[CH:15][CH:14]=3)[C:10]([C:21]3[CH:22]=[CH:23][CH:24]=[CH:25][CH:26]=3)=[CH:9][N:8]2[CH:27]=1)=[O:4]. The yield is 0.0920. (6) The catalyst is CN(C=O)C.C(Cl)Cl. The yield is 0.840. The reactants are [Cl:1][C:2]1[N:6]2[CH:7]=[C:8]([C:15]3[CH:19]=[CH:18][O:17][CH:16]=3)[CH:9]=[C:10]([C:11]([F:14])([F:13])[F:12])[C:5]2=[N:4][C:3]=1[C:20](O)=[O:21].[CH3:23][C@@H:24]1[CH2:28][O:27][C:26](=[O:29])[N:25]1[CH:30]1[CH2:35][CH2:34][NH:33][CH2:32][CH2:31]1.CCN(C(C)C)C(C)C.CN(C(ON1N=NC2C=CC=NC1=2)=[N+](C)C)C.F[P-](F)(F)(F)(F)F. The product is [Cl:1][C:2]1[N:6]2[CH:7]=[C:8]([C:15]3[CH:19]=[CH:18][O:17][CH:16]=3)[CH:9]=[C:10]([C:11]([F:13])([F:12])[F:14])[C:5]2=[N:4][C:3]=1[C:20]([N:33]1[CH2:32][CH2:31][CH:30]([N:25]2[C@H:24]([CH3:23])[CH2:28][O:27][C:26]2=[O:29])[CH2:35][CH2:34]1)=[O:21].